From a dataset of Forward reaction prediction with 1.9M reactions from USPTO patents (1976-2016). Predict the product of the given reaction. Given the reactants [CH:1](OCC)(OCC)OCC.[NH2:11][CH:12]([C:18]#[N:19])[C:13]([O:15][CH2:16][CH3:17])=[O:14].[NH2:20][CH:21]([CH2:25][CH2:26][CH2:27][CH2:28][CH2:29][CH3:30])[CH:22]([OH:24])[CH3:23], predict the reaction product. The product is: [NH2:19][C:18]1[N:20]([CH:21]([CH2:25][CH2:26][CH2:27][CH2:28][CH2:29][CH3:30])[CH:22]([OH:24])[CH3:23])[CH:1]=[N:11][C:12]=1[C:13]([O:15][CH2:16][CH3:17])=[O:14].